This data is from Reaction yield outcomes from USPTO patents with 853,638 reactions. The task is: Predict the reaction yield, written as a fraction of the theoretical maximum amount of product (1.0 means a 100% yield; for example, 0.34 means a 34% yield). (1) The reactants are [Cl-].O[NH3+:3].[C:4](=[O:7])([O-])[OH:5].[Na+].CS(C)=O.[CH2:13]([C:17]1[N:18]=[C:19]([CH3:48])[N:20]([CH2:39][C:40]2[CH:45]=[CH:44][C:43]([O:46][CH3:47])=[CH:42][CH:41]=2)[C:21](=[O:38])[C:22]=1[CH2:23][C:24]1[CH:29]=[CH:28][C:27]([C:30]2[C:31]([C:36]#[N:37])=[CH:32][CH:33]=[CH:34][CH:35]=2)=[CH:26][CH:25]=1)[CH2:14][CH2:15][CH3:16]. The catalyst is C(OCC)(=O)C. The product is [CH2:13]([C:17]1[N:18]=[C:19]([CH3:48])[N:20]([CH2:39][C:40]2[CH:45]=[CH:44][C:43]([O:46][CH3:47])=[CH:42][CH:41]=2)[C:21](=[O:38])[C:22]=1[CH2:23][C:24]1[CH:25]=[CH:26][C:27]([C:30]2[CH:35]=[CH:34][CH:33]=[CH:32][C:31]=2[C:36]2[NH:3][C:4](=[O:7])[O:5][N:37]=2)=[CH:28][CH:29]=1)[CH2:14][CH2:15][CH3:16]. The yield is 0.540. (2) The reactants are [Br:1][C:2]1[CH:10]=[C:9]2[C:5]([C:6](N)=[N:7][NH:8]2)=[C:4]([F:12])[CH:3]=1.O[PH2]=O.N(OCCC(C)C)=O. The catalyst is C(O)C. The product is [Br:1][C:2]1[CH:10]=[C:9]2[C:5]([CH:6]=[N:7][NH:8]2)=[C:4]([F:12])[CH:3]=1. The yield is 0.410. (3) The reactants are [OH:1][CH:2]1[CH2:7][CH2:6][CH:5]([NH:8][C:9]2[CH:17]=[C:16]([C:18]3[C:27]4[C:22](=[C:23]([C:28]5[CH:29]=[N:30][C:31]6[C:36]([CH:37]=5)=[CH:35][CH:34]=[CH:33][CH:32]=6)[CH:24]=[CH:25][CH:26]=4)[CH:21]=[CH:20][N:19]=3)[CH:15]=[CH:14][C:10]=2[C:11]([NH2:13])=[O:12])[CH2:4][CH2:3]1.[I-].C[CH:40]=[N+:41]=[CH:42]C.[CH2:44](Cl)Cl. No catalyst specified. The product is [CH3:40][N:41]([CH2:42][NH:13][C:11](=[O:12])[C:10]1[CH:14]=[CH:15][C:16]([C:18]2[C:27]3[C:22](=[C:23]([C:28]4[CH:29]=[N:30][C:31]5[C:36]([CH:37]=4)=[CH:35][CH:34]=[CH:33][CH:32]=5)[CH:24]=[CH:25][CH:26]=3)[CH:21]=[CH:20][N:19]=2)=[CH:17][C:9]=1[NH:8][CH:5]1[CH2:6][CH2:7][CH:2]([OH:1])[CH2:3][CH2:4]1)[CH3:44]. The yield is 0.950.